From a dataset of Forward reaction prediction with 1.9M reactions from USPTO patents (1976-2016). Predict the product of the given reaction. (1) Given the reactants [CH2:1]([C:5]1([CH2:30][CH2:31][CH2:32][CH3:33])[C:17]2[CH:16]=[C:15]([C:18]3[CH:19]=[N:20][N:21]([C:23]4[CH:24]=[C:25]([OH:29])[CH:26]=[CH:27][CH:28]=4)[CH:22]=3)[CH:14]=[CH:13][C:12]=2[C:11]2[C:6]1=[CH:7][CH:8]=[CH:9][CH:10]=2)[CH2:2][CH2:3][CH3:4].Br[C:35]1[CH:40]=[CH:39][CH:38]=[CH:37][N:36]=1.N1C=CC=CC=1C(O)=O.[O-]P([O-])([O-])=O.[K+].[K+].[K+], predict the reaction product. The product is: [CH2:1]([C:5]1([CH2:30][CH2:31][CH2:32][CH3:33])[C:17]2[CH:16]=[C:15]([C:18]3[CH:19]=[N:20][N:21]([C:23]4[CH:24]=[C:25]([CH:26]=[CH:27][CH:28]=4)[O:29][C:35]4[CH:40]=[CH:39][CH:38]=[CH:37][N:36]=4)[CH:22]=3)[CH:14]=[CH:13][C:12]=2[C:11]2[C:6]1=[CH:7][CH:8]=[CH:9][CH:10]=2)[CH2:2][CH2:3][CH3:4]. (2) Given the reactants [C:1]1([CH2:7][CH2:8][CH:9]=[CH:10][C@H:11]2[CH2:16][CH2:15][C@H:14]([NH:17][C:18]3[N:23]=[CH:22][N:21]=[C:20]4[NH:24][N:25]=[CH:26][C:19]=34)[CH2:13][CH2:12]2)[CH:6]=[CH:5][CH:4]=[CH:3][CH:2]=1, predict the reaction product. The product is: [C:1]1([CH2:7][CH2:8][CH2:9][CH2:10][C@H:11]2[CH2:12][CH2:13][C@H:14]([NH:17][C:18]3[N:23]=[CH:22][N:21]=[C:20]4[NH:24][N:25]=[CH:26][C:19]=34)[CH2:15][CH2:16]2)[CH:6]=[CH:5][CH:4]=[CH:3][CH:2]=1. (3) Given the reactants C(O[C:4]([C:6](C)([C:15](=[O:17])[CH3:16])[CH2:7][CH2:8][CH2:9][CH2:10][S:11]([O-:14])(=[O:13])=[O:12])=O)C.[Na+].[OH-].[Na+], predict the reaction product. The product is: [CH3:4][CH:6]([C:15](=[O:17])[CH3:16])[CH2:7][CH2:8][CH2:9][CH2:10][S:11]([OH:14])(=[O:12])=[O:13]. (4) Given the reactants C[O:2][C:3](=[O:40])[CH:4]([NH:32][C:33]([O:35][C:36]([CH3:39])([CH3:38])[CH3:37])=[O:34])[CH2:5][S:6][C:7]1[CH:12]=[CH:11][C:10]([C:13]2[CH:18]=[CH:17][C:16]([C:19]3[C:24]4[O:25][C:26]5[CH:31]=[CH:30][CH:29]=[CH:28][C:27]=5[C:23]=4[CH:22]=[CH:21][CH:20]=3)=[CH:15][CH:14]=2)=[CH:9][CH:8]=1.[OH-].[K+].Cl, predict the reaction product. The product is: [C:36]([O:35][C:33]([NH:32][CH:4]([CH2:5][S:6][C:7]1[CH:12]=[CH:11][C:10]([C:13]2[CH:18]=[CH:17][C:16]([C:19]3[C:24]4[O:25][C:26]5[CH:31]=[CH:30][CH:29]=[CH:28][C:27]=5[C:23]=4[CH:22]=[CH:21][CH:20]=3)=[CH:15][CH:14]=2)=[CH:9][CH:8]=1)[C:3]([OH:40])=[O:2])=[O:34])([CH3:39])([CH3:37])[CH3:38]. (5) Given the reactants [NH:1]1[CH:5]=[C:4]([S-:6])[N:3]=[N:2]1.[Na+].[CH2:8](Br)[C:9]1[CH:14]=[CH:13][CH:12]=[CH:11][CH:10]=1.[CH3:16]CO, predict the reaction product. The product is: [CH2:8]([S:6][C:4]1[N:3]=[N:2][N:1]([CH3:16])[CH:5]=1)[C:9]1[CH:14]=[CH:13][CH:12]=[CH:11][CH:10]=1. (6) Given the reactants [N:1]1([S:5]([C:8]2[CH:13]=[CH:12][C:11]([C:14]3[CH:15]=[C:16]4[N:22]=[C:21]([CH2:23][CH2:24][CH:25]5[NH:31][C:30](=[O:32])[CH2:29][CH2:28][CH2:27][CH2:26]5)[NH:20][C:17]4=[N:18][CH:19]=3)=[CH:10][CH:9]=2)(=[O:7])=[O:6])[CH2:4][CH2:3][CH2:2]1.Br[C:34]1[CH:39]=CC(S(N[C:34]2[CH:39]=CC=[CH:36][C:35]=2C)(=O)=O)=[CH:36][CH:35]=1.BrC1C=C2N=C(CCC3NC(=O)CCCC3)NC2=NC=1, predict the reaction product. The product is: [O:32]=[C:30]1[NH:31][CH:25]([CH2:24][CH2:23][C:21]2[NH:20][C:17]3=[N:18][CH:19]=[C:14]([C:11]4[CH:10]=[CH:9][C:8]([S:5]([NH:1][C:4]5[CH:3]=[CH:2][CH:39]=[CH:34][C:35]=5[CH3:36])(=[O:7])=[O:6])=[CH:13][CH:12]=4)[CH:15]=[C:16]3[N:22]=2)[CH2:26][CH2:27][CH2:28][CH2:29]1. (7) Given the reactants [N+:1]([C:4]1[CH:5]=[CH:6][C:7]2[O:11][C:10]([C:12]([NH:14][C:15]3[CH:16]=[C:17]4[C:21](=[CH:22][CH:23]=3)[NH:20][C:19]([C:24]([OH:26])=[O:25])=[CH:18]4)=[O:13])=[CH:9][C:8]=2[CH:27]=1)([O-])=O.[N+](C1C=C2C(=CC=1)NC(C(O)=O)=C2)([O-])=O, predict the reaction product. The product is: [NH2:1][C:4]1[CH:5]=[CH:6][C:7]2[O:11][C:10]([C:12]([NH:14][C:15]3[CH:16]=[C:17]4[C:21](=[CH:22][CH:23]=3)[NH:20][C:19]([C:24]([OH:26])=[O:25])=[CH:18]4)=[O:13])=[CH:9][C:8]=2[CH:27]=1.